From a dataset of Full USPTO retrosynthesis dataset with 1.9M reactions from patents (1976-2016). Predict the reactants needed to synthesize the given product. (1) Given the product [CH3:14][O:13][C:11]1[CH:10]=[CH:9][N:8]=[C:7]([C:16](=[O:17])[CH3:15])[N:12]=1, predict the reactants needed to synthesize it. The reactants are: C([Mg]Cl)(C)C.I[C:7]1[N:12]=[C:11]([O:13][CH3:14])[CH:10]=[CH:9][N:8]=1.[CH3:15][C:16](N(C)C)=[O:17]. (2) Given the product [C:1]12([CH2:11][N:16]3[CH:15]=[C:14]([Cl:13])[CH:18]=[N:17]3)[CH2:8][CH:7]3[CH2:6][CH:5]([CH2:4][CH:3]([CH2:9]3)[O:26]1)[CH2:10]2, predict the reactants needed to synthesize it. The reactants are: [C:1]12([CH2:11]O)[CH2:10][CH:5]3[CH2:6][CH:7]([CH2:9][CH:3]([CH2:4]3)C1)[CH2:8]2.[Cl:13][C:14]1[CH:15]=[N:16][NH:17][CH:18]=1.CC1C(B2OC(C)(C)C(C)(C)[O:26]2)=C(C)NN=1. (3) Given the product [C:14]([C:13]1[CH:16]=[C:9]([C:6]2[CH:5]=[CH:4][C:3]([CH2:2][NH:1][S:35]([C:30]3[CH:31]=[CH:32][CH:33]=[CH:34][C:29]=3[O:28][C:27]([F:26])([F:39])[F:40])(=[O:37])=[O:36])=[CH:8][CH:7]=2)[C:10]([O:17][CH3:18])=[N:11][CH:12]=1)#[N:15], predict the reactants needed to synthesize it. The reactants are: [NH2:1][CH2:2][C:3]1[CH:8]=[CH:7][C:6]([C:9]2[C:10]([O:17][CH3:18])=[N:11][CH:12]=[C:13]([CH:16]=2)[C:14]#[N:15])=[CH:5][CH:4]=1.C(N(CC)CC)C.[F:26][C:27]([F:40])([F:39])[O:28][C:29]1[CH:34]=[CH:33][CH:32]=[CH:31][C:30]=1[S:35](Cl)(=[O:37])=[O:36].